Task: Regression. Given two drug SMILES strings and cell line genomic features, predict the synergy score measuring deviation from expected non-interaction effect.. Dataset: NCI-60 drug combinations with 297,098 pairs across 59 cell lines (1) Drug 1: CC1=C2C(C(=O)C3(C(CC4C(C3C(C(C2(C)C)(CC1OC(=O)C(C(C5=CC=CC=C5)NC(=O)OC(C)(C)C)O)O)OC(=O)C6=CC=CC=C6)(CO4)OC(=O)C)O)C)O. Drug 2: CC(C)NC(=O)C1=CC=C(C=C1)CNNC.Cl. Cell line: HOP-62. Synergy scores: CSS=40.5, Synergy_ZIP=7.56, Synergy_Bliss=-0.703, Synergy_Loewe=-72.4, Synergy_HSA=-1.28. (2) Drug 1: C1=CC=C(C=C1)NC(=O)CCCCCCC(=O)NO. Drug 2: C(CC(=O)O)C(=O)CN.Cl. Cell line: HL-60(TB). Synergy scores: CSS=10.7, Synergy_ZIP=-6.64, Synergy_Bliss=-4.39, Synergy_Loewe=-14.7, Synergy_HSA=-4.27. (3) Drug 1: CCN(CC)CCNC(=O)C1=C(NC(=C1C)C=C2C3=C(C=CC(=C3)F)NC2=O)C. Drug 2: CC12CCC3C(C1CCC2O)C(CC4=C3C=CC(=C4)O)CCCCCCCCCS(=O)CCCC(C(F)(F)F)(F)F. Cell line: HCT116. Synergy scores: CSS=16.3, Synergy_ZIP=-6.15, Synergy_Bliss=-3.71, Synergy_Loewe=6.38, Synergy_HSA=1.87.